Dataset: Full USPTO retrosynthesis dataset with 1.9M reactions from patents (1976-2016). Task: Predict the reactants needed to synthesize the given product. (1) The reactants are: [Cl:1][CH2:2][CH2:3][CH2:4][CH2:5][CH2:6][CH2:7][OH:8].[Si:9](O[Si:9]([C:12]([CH3:15])([CH3:14])[CH3:13])([CH3:11])[CH3:10])([C:12]([CH3:15])([CH3:14])[CH3:13])([CH3:11])[CH3:10]. Given the product [C:12]([Si:9]([O:8][CH2:7][CH2:6][CH2:5][CH2:4][CH2:3][CH2:2][Cl:1])([CH3:11])[CH3:10])([CH3:15])([CH3:14])[CH3:13], predict the reactants needed to synthesize it. (2) Given the product [Br:8][C:5]1[CH:6]=[CH:7][C:2]([N:10]2[CH2:14][CH2:13][CH:12]([OH:15])[CH2:11]2)=[N:3][CH:4]=1, predict the reactants needed to synthesize it. The reactants are: Br[C:2]1[CH:7]=[CH:6][C:5]([Br:8])=[CH:4][N:3]=1.Cl.[NH:10]1[CH2:14][CH2:13][CH:12]([OH:15])[CH2:11]1.C(N(C(C)C)CC)(C)C. (3) Given the product [CH2:1]([O:3][C:4]([C:6]1([C:9]2[CH:14]=[CH:13][C:12]([C:15]3[CH:20]=[CH:19][C:18]([C:21]4[O:25][N:24]=[C:23]([CH3:26])[C:22]=4[NH:27][C:28]4[CH:33]=[CH:32][CH:31]=[C:30]([C:38]5[CH:39]=[CH:40][CH:41]=[CH:42][C:37]=5[C:35]#[N:36])[N:29]=4)=[CH:17][CH:16]=3)=[CH:11][CH:10]=2)[CH2:8][CH2:7]1)=[O:5])[CH3:2], predict the reactants needed to synthesize it. The reactants are: [CH2:1]([O:3][C:4]([C:6]1([C:9]2[CH:14]=[CH:13][C:12]([C:15]3[CH:20]=[CH:19][C:18]([C:21]4[O:25][N:24]=[C:23]([CH3:26])[C:22]=4[NH:27][C:28]4[CH:33]=[CH:32][CH:31]=[C:30](Br)[N:29]=4)=[CH:17][CH:16]=3)=[CH:11][CH:10]=2)[CH2:8][CH2:7]1)=[O:5])[CH3:2].[C:35]([C:37]1[CH:42]=[CH:41][CH:40]=[CH:39][C:38]=1B(O)O)#[N:36]. (4) Given the product [F:8][C:7]1[CH:2]=[C:3]([N:15]2[CH2:20][CH2:19][NH:18][CH2:17][CH2:16]2)[CH:4]=[C:5]([O:9][CH2:10][CH2:11][O:12][CH3:13])[CH:6]=1, predict the reactants needed to synthesize it. The reactants are: Br[C:2]1[C:7]([F:8])=[CH:6][C:5]([O:9][CH2:10][CH2:11][O:12][CH3:13])=[CH:4][C:3]=1F.[NH:15]1[CH2:20][CH2:19][NH:18][CH2:17][CH2:16]1.CC([O-])(C)C.[Na+].O.